Dataset: Reaction yield outcomes from USPTO patents with 853,638 reactions. Task: Predict the reaction yield, written as a fraction of the theoretical maximum amount of product (1.0 means a 100% yield; for example, 0.34 means a 34% yield). (1) The reactants are [Br:1][CH2:2][C:3]([C:5]1[CH:10]=[CH:9][C:8]([C:11]([F:14])([F:13])[F:12])=[CH:7][CH:6]=1)=O.[CH2:15]([NH:18][C:19]([NH2:21])=[S:20])[CH2:16][CH3:17].C(O)C. The catalyst is C(OC(C)C)(C)C. The product is [BrH:1].[CH2:15]([NH:18][C:19]1[S:20][CH:2]=[C:3]([C:5]2[CH:10]=[CH:9][C:8]([C:11]([F:14])([F:13])[F:12])=[CH:7][CH:6]=2)[N:21]=1)[CH2:16][CH3:17]. The yield is 0.700. (2) The reactants are [S:1]1[CH:5]=[CH:4][CH:3]=[C:2]1[S:6]([NH:9][C:10]1[CH:11]=[CH:12][CH:13]=[C:14]2[C:18]=1[NH:17][C:16]([C:19]([OH:21])=O)=[CH:15]2)(=[O:8])=[O:7].[N:22]1(O)C2C=CC=CC=2N=N1.Cl.CN(C)CCCN=C=NCC.N.C(O)(=O)CC(CC(O)=O)(C(O)=O)O. The catalyst is O.CN(C)C=O. The product is [S:1]1[CH:5]=[CH:4][CH:3]=[C:2]1[S:6]([NH:9][C:10]1[CH:11]=[CH:12][CH:13]=[C:14]2[C:18]=1[NH:17][C:16]([C:19]([NH2:22])=[O:21])=[CH:15]2)(=[O:7])=[O:8]. The yield is 0.980. (3) The reactants are [CH3:1][NH:2][C:3]1(NC)[CH:8]=[CH:7][C:6]([S:9]([NH:12][C:13]2[CH:14]=[CH:15][CH:16]=[C:17]3[C:22]=2[N:21]=[CH:20][CH:19]=[CH:18]3)(=[O:11])=[O:10])=[C:5]([N+:23]([O-])=O)[CH2:4]1.Cl[Sn]Cl.Cl.[CH3:32]CO. No catalyst specified. The product is [NH2:23][C:5]1[CH:4]=[C:3]([N:2]([CH3:32])[CH3:1])[CH:8]=[CH:7][C:6]=1[S:9]([NH:12][C:13]1[CH:14]=[CH:15][CH:16]=[C:17]2[C:22]=1[N:21]=[CH:20][CH:19]=[CH:18]2)(=[O:10])=[O:11]. The yield is 0.740. (4) The reactants are Br[C:2]1[CH:7]=[CH:6][C:5]([CH2:8][O:9][Si:10]([C:13]([CH3:16])([CH3:15])[CH3:14])([CH3:12])[CH3:11])=[CH:4][N:3]=1.[O:17]1CCC[CH2:18]1.C([Li])CCC.CN(C)C=O. The catalyst is C(OCC)C. The product is [Si:10]([O:9][CH2:8][C:5]1[CH:6]=[CH:7][C:2]([CH2:18][OH:17])=[N:3][CH:4]=1)([C:13]([CH3:16])([CH3:15])[CH3:14])([CH3:12])[CH3:11]. The yield is 0.640. (5) The reactants are [Cl:1][C:2]1[CH:3]=[C:4]([CH:6]=[CH:7][CH:8]=1)[NH2:5].[N:9]([O-])=O.[Na+].O.O.Cl[Sn]Cl.[OH-].[Na+]. The catalyst is Cl.O. The product is [Cl:1][C:2]1[CH:3]=[C:4]([NH:5][NH2:9])[CH:6]=[CH:7][CH:8]=1. The yield is 0.720. (6) The reactants are [CH3:1][N:2]1[CH2:7][CH2:6][N:5]([C:8]2[CH:9]=[CH:10][C:11]([N+:19]([O-])=O)=[C:12]([NH:14][S:15]([CH3:18])(=[O:17])=[O:16])[CH:13]=2)[CH2:4][CH2:3]1.O.NN.[C:25]1([CH3:35])[CH:30]=[CH:29][C:28]([S:31]([Cl:34])(=[O:33])=[O:32])=[CH:27][CH:26]=1.C(Cl)Cl.CO. The catalyst is C1COCC1.[Ni]. The product is [ClH:34].[CH3:35][C:25]1[CH:30]=[CH:29][C:28]([S:31]([NH:19][C:11]2[CH:10]=[CH:9][C:8]([N:5]3[CH2:6][CH2:7][N:2]([CH3:1])[CH2:3][CH2:4]3)=[CH:13][C:12]=2[NH:14][S:15]([CH3:18])(=[O:17])=[O:16])(=[O:33])=[O:32])=[CH:27][CH:26]=1. The yield is 0.280. (7) The reactants are [F:1][C:2]1[CH:3]=[C:4]([CH:51]=[CH:52][CH:53]=1)[CH2:5][N:6]1[CH:10]=[C:9]([C:11]2[C:19]3[C:14](=[N:15][CH:16]=[C:17]([C:20]4[CH:25]=[CH:24][C:23]([N:26]5[CH2:31][CH2:30][N:29](C(OC(C)(C)C)=O)[CH2:28][CH2:27]5)=[C:22]([O:39][CH3:40])[CH:21]=4)[CH:18]=3)[N:13]([S:41]([C:44]3[CH:50]=[CH:49][C:47]([CH3:48])=[CH:46][CH:45]=3)(=[O:43])=[O:42])[CH:12]=2)[CH:8]=[N:7]1.CO.[ClH:56]. The catalyst is C(OCC)C. The product is [ClH:56].[F:1][C:2]1[CH:3]=[C:4]([CH:51]=[CH:52][CH:53]=1)[CH2:5][N:6]1[CH:10]=[C:9]([C:11]2[C:19]3[C:14](=[N:15][CH:16]=[C:17]([C:20]4[CH:25]=[CH:24][C:23]([N:26]5[CH2:27][CH2:28][NH:29][CH2:30][CH2:31]5)=[C:22]([O:39][CH3:40])[CH:21]=4)[CH:18]=3)[N:13]([S:41]([C:44]3[CH:45]=[CH:46][C:47]([CH3:48])=[CH:49][CH:50]=3)(=[O:42])=[O:43])[CH:12]=2)[CH:8]=[N:7]1. The yield is 0.690. (8) The reactants are [CH3:1][CH2:2][O:3][C:4]([C:6]1[NH:7][C:8]2[C:13]([CH:14]=1)=[CH:12][C:11]([C:15]([OH:17])=O)=[CH:10][CH:9]=2)=[O:5].F[B-](F)(F)F.N1(OC(N(C)C)=[N+](C)C)C2C=CC=CC=2N=N1.[NH:40]1[CH2:44][CH2:43][CH2:42][C@@H:41]1[CH2:45][N:46]1[CH2:50][CH2:49][CH2:48][CH2:47]1.C(N(CC)C(C)C)(C)C. The catalyst is CN(C)C=O. The product is [CH2:2]([O:3][C:4]([C:6]1[NH:7][C:8]2[C:13]([CH:14]=1)=[CH:12][C:11]([C:15]([N:40]1[CH2:44][CH2:43][CH2:42][C@@H:41]1[CH2:45][N:46]1[CH2:50][CH2:49][CH2:48][CH2:47]1)=[O:17])=[CH:10][CH:9]=2)=[O:5])[CH3:1]. The yield is 0.690. (9) The reactants are [Cl:1][C:2]1[CH:10]=[C:6]([C:7]([OH:9])=O)[C:5]([OH:11])=[CH:4][CH:3]=1.[NH2:12][C:13]1[S:14][CH:15]=[C:16]([C:18]2[CH:23]=[CH:22][C:21]([O:24][CH3:25])=[CH:20][CH:19]=2)[N:17]=1. No catalyst specified. The product is [Cl:1][C:2]1[CH:3]=[CH:4][C:5]([OH:11])=[C:6]([CH:10]=1)[C:7]([NH:12][C:13]1[S:14][CH:15]=[C:16]([C:18]2[CH:19]=[CH:20][C:21]([O:24][CH3:25])=[CH:22][CH:23]=2)[N:17]=1)=[O:9]. The yield is 0.164.